This data is from Catalyst prediction with 721,799 reactions and 888 catalyst types from USPTO. The task is: Predict which catalyst facilitates the given reaction. Reactant: [Cl:1][C:2]1[CH:7]=[CH:6][N:5]=[C:4]2[NH:8][CH:9]=[CH:10][C:3]=12.[F:11][C:12]1[CH:19]=[CH:18][C:15]([CH2:16]Br)=[CH:14][CH:13]=1.[H-].[Na+].O. Product: [Cl:1][C:2]1[CH:7]=[CH:6][N:5]=[C:4]2[N:8]([CH2:16][C:15]3[CH:18]=[CH:19][C:12]([F:11])=[CH:13][CH:14]=3)[CH:9]=[CH:10][C:3]=12. The catalyst class is: 31.